Dataset: Peptide-MHC class II binding affinity with 134,281 pairs from IEDB. Task: Regression. Given a peptide amino acid sequence and an MHC pseudo amino acid sequence, predict their binding affinity value. This is MHC class II binding data. (1) The peptide sequence is STLQEQIGWMTNNPPIPV. The MHC is HLA-DQA10401-DQB10402 with pseudo-sequence HLA-DQA10401-DQB10402. The binding affinity (normalized) is 0.0452. (2) The peptide sequence is LMCEIEGHHLASAAI. The MHC is HLA-DQA10501-DQB10301 with pseudo-sequence HLA-DQA10501-DQB10301. The binding affinity (normalized) is 0.497. (3) The peptide sequence is DEINTIFSDYIPYVF. The MHC is DRB1_1302 with pseudo-sequence DRB1_1302. The binding affinity (normalized) is 0.976. (4) The peptide sequence is CDDALIEGITLLNAK. The MHC is DRB1_0701 with pseudo-sequence DRB1_0701. The binding affinity (normalized) is 0.285. (5) The binding affinity (normalized) is 0.558. The MHC is DRB1_1101 with pseudo-sequence DRB1_1101. The peptide sequence is EWVAMTKGEGGVWTFDSEEP. (6) The peptide sequence is FQTVGSGLDHILSLA. The MHC is DRB1_0404 with pseudo-sequence DRB1_0404. The binding affinity (normalized) is 0.172. (7) The peptide sequence is RDHYILYCEGELHGRQ. The MHC is DRB1_0101 with pseudo-sequence DRB1_0101. The binding affinity (normalized) is 0.428. (8) The peptide sequence is YTVALFLAVALVAGP. The MHC is HLA-DQA10104-DQB10503 with pseudo-sequence HLA-DQA10104-DQB10503. The binding affinity (normalized) is 0.0783. (9) The peptide sequence is LARALVRAVAESHGV. The MHC is DRB3_0101 with pseudo-sequence DRB3_0101. The binding affinity (normalized) is 0.440. (10) The peptide sequence is PRLLYAKSSPAYPSV. The binding affinity (normalized) is 0.538. The MHC is DRB1_1602 with pseudo-sequence DRB1_1602.